Binary Classification. Given a T-cell receptor sequence (or CDR3 region) and an epitope sequence, predict whether binding occurs between them. From a dataset of TCR-epitope binding with 47,182 pairs between 192 epitopes and 23,139 TCRs. (1) The TCR CDR3 sequence is CASSSPSGAYNEQFF. Result: 0 (the TCR does not bind to the epitope). The epitope is TSDLATNNLVVMAY. (2) The epitope is FLKEKGGL. The TCR CDR3 sequence is CASSELAGLGDTQYF. Result: 1 (the TCR binds to the epitope).